From a dataset of Peptide-MHC class II binding affinity with 134,281 pairs from IEDB. Regression. Given a peptide amino acid sequence and an MHC pseudo amino acid sequence, predict their binding affinity value. This is MHC class II binding data. (1) The peptide sequence is LNWITKVIMGAVLIW. The MHC is DRB1_1501 with pseudo-sequence DRB1_1501. The binding affinity (normalized) is 0.249. (2) The binding affinity (normalized) is 0.380. The peptide sequence is NVFDEVIPTAFTVGK. The MHC is DRB1_1001 with pseudo-sequence DRB1_1001.